This data is from Peptide-MHC class II binding affinity with 134,281 pairs from IEDB. The task is: Regression. Given a peptide amino acid sequence and an MHC pseudo amino acid sequence, predict their binding affinity value. This is MHC class II binding data. The peptide sequence is SWLNLAAHHPLRMVL. The MHC is DRB1_0802 with pseudo-sequence DRB1_0802. The binding affinity (normalized) is 0.142.